Dataset: Full USPTO retrosynthesis dataset with 1.9M reactions from patents (1976-2016). Task: Predict the reactants needed to synthesize the given product. Given the product [CH3:20][C:21]1[NH:22][C:23]2[C:28]([C:29]=1[CH3:30])=[CH:27][C:26]([NH:31][C:2]1[CH:7]=[CH:6][N:5]=[C:4]3[CH:8]=[C:9]([C:11]([N:13]4[CH2:17][CH2:16][C@H:15]([O:18][CH3:19])[CH2:14]4)=[O:12])[S:10][C:3]=13)=[CH:25][CH:24]=2, predict the reactants needed to synthesize it. The reactants are: Cl[C:2]1[CH:7]=[CH:6][N:5]=[C:4]2[CH:8]=[C:9]([C:11]([N:13]3[CH2:17][CH2:16][C@H:15]([O:18][CH3:19])[CH2:14]3)=[O:12])[S:10][C:3]=12.[CH3:20][C:21]1[NH:22][C:23]2[C:28]([C:29]=1[CH3:30])=[CH:27][C:26]([NH2:31])=[CH:25][CH:24]=2.